From a dataset of Peptide-MHC class I binding affinity with 185,985 pairs from IEDB/IMGT. Regression. Given a peptide amino acid sequence and an MHC pseudo amino acid sequence, predict their binding affinity value. This is MHC class I binding data. (1) The peptide sequence is KTKPPLPSVKK. The MHC is HLA-B07:02 with pseudo-sequence HLA-B07:02. The binding affinity (normalized) is 0.0194. (2) The peptide sequence is TSNLQEQIGW. The MHC is HLA-B18:01 with pseudo-sequence HLA-B18:01. The binding affinity (normalized) is 0. (3) The peptide sequence is FPFPYAAAF. The MHC is Mamu-A2201 with pseudo-sequence Mamu-A2201. The binding affinity (normalized) is 0.911.